This data is from Full USPTO retrosynthesis dataset with 1.9M reactions from patents (1976-2016). The task is: Predict the reactants needed to synthesize the given product. (1) Given the product [CH3:25][CH:24]([CH3:26])[CH2:23][CH2:22][N:21]([CH2:27][C:28]1[O:29][C:30]2[CH:36]=[CH:35][CH:34]=[CH:33][C:31]=2[CH:32]=1)[CH:18]1[CH2:17][CH2:16][NH:15][CH2:20][CH2:19]1, predict the reactants needed to synthesize it. The reactants are: FC(F)(F)C(O)=O.C(OC([N:15]1[CH2:20][CH2:19][CH:18]([N:21]([CH2:27][C:28]2[O:29][C:30]3[CH:36]=[CH:35][CH:34]=[CH:33][C:31]=3[CH:32]=2)[CH2:22][CH2:23][CH:24]([CH3:26])[CH3:25])[CH2:17][CH2:16]1)=O)(C)(C)C. (2) Given the product [F:1][C:2]1[C:11]2[N:10]=[N:9][C:8]3[C:12](=[O:24])[N:13]([C:15]4[CH:23]=[CH:22][C:18]([C:19]([NH:34][CH2:35][CH2:36][CH2:37][CH2:38][N:39]5[CH2:43][CH2:42][CH2:41][CH2:40]5)=[O:20])=[CH:17][CH:16]=4)[NH:14][C:7]=3[C:6]=2[CH:5]=[CH:4][CH:3]=1, predict the reactants needed to synthesize it. The reactants are: [F:1][C:2]1[C:11]2[N:10]=[N:9][C:8]3[C:12](=[O:24])[N:13]([C:15]4[CH:23]=[CH:22][C:18]([C:19](Cl)=[O:20])=[CH:17][CH:16]=4)[NH:14][C:7]=3[C:6]=2[CH:5]=[CH:4][CH:3]=1.C(N(C(C)C)CC)(C)C.[NH2:34][CH2:35][CH2:36][CH2:37][CH2:38][N:39]1[CH2:43][CH2:42][CH2:41][CH2:40]1.O. (3) Given the product [Cl:1][C:2]1[C:7]([Cl:8])=[CH:6][C:5]([C:9](=[O:11])[CH3:10])=[C:4]([O:12][CH3:14])[C:3]=1[I:13], predict the reactants needed to synthesize it. The reactants are: [Cl:1][C:2]1[C:7]([Cl:8])=[CH:6][C:5]([C:9](=[O:11])[CH3:10])=[C:4]([OH:12])[C:3]=1[I:13].[C:14]1(P(C2C=CC=CC=2)C2C=CC=CC=2)C=CC=CC=1.CO.N(C(OC(C)C)=O)=NC(OC(C)C)=O.